Dataset: Full USPTO retrosynthesis dataset with 1.9M reactions from patents (1976-2016). Task: Predict the reactants needed to synthesize the given product. (1) Given the product [F:30][C:2]1([F:1])[CH2:7][CH2:6][N:5]([C:8]([C:10]2[N:11]([CH:34]([CH3:36])[CH3:35])[C:12]3[C:17]([CH:18]=2)=[CH:16][C:15]([C:19]([N:21]2[CH2:22][CH2:23][N:24]([CH:27]([CH3:28])[CH3:29])[CH2:25][CH2:26]2)=[O:20])=[CH:14][CH:13]=3)=[O:9])[CH2:4][CH2:3]1, predict the reactants needed to synthesize it. The reactants are: [F:1][C:2]1([F:30])[CH2:7][CH2:6][N:5]([C:8]([C:10]2[NH:11][C:12]3[C:17]([CH:18]=2)=[CH:16][C:15]([C:19]([N:21]2[CH2:26][CH2:25][N:24]([CH:27]([CH3:29])[CH3:28])[CH2:23][CH2:22]2)=[O:20])=[CH:14][CH:13]=3)=[O:9])[CH2:4][CH2:3]1.[H-].[Na+].Br[CH:34]([CH3:36])[CH3:35]. (2) Given the product [F:10][C:7]([F:8])([F:9])[C:6]([NH:27][CH2:26][C:23]1([C:20]2[CH:21]=[CH:22][C:17]([N+:14]([O-:16])=[O:15])=[CH:18][CH:19]=2)[CH2:24][CH2:25]1)=[O:11], predict the reactants needed to synthesize it. The reactants are: [F:8][C:7]([F:10])([F:9])[C:6](O[C:6](=[O:11])[C:7]([F:10])([F:9])[F:8])=[O:11].[N+:14]([C:17]1[CH:22]=[CH:21][C:20]([C:23]2([CH2:26][NH2:27])[CH2:25][CH2:24]2)=[CH:19][CH:18]=1)([O-:16])=[O:15].C(N(CC)CC)C. (3) The reactants are: [CH2:1]([O:8][C:9]1[CH:10]=[C:11]2[C:16](=[CH:17][C:18]=1[N+:19]([O-])=O)[CH2:15][CH:14]([CH2:22][CH3:23])[CH2:13][CH2:12]2)[C:2]1[CH:7]=[CH:6][CH:5]=[CH:4][CH:3]=1. Given the product [CH2:1]([O:8][C:9]1[C:18]([NH2:19])=[CH:17][C:16]2[CH2:15][CH:14]([CH2:22][CH3:23])[CH2:13][CH2:12][C:11]=2[CH:10]=1)[C:2]1[CH:3]=[CH:4][CH:5]=[CH:6][CH:7]=1, predict the reactants needed to synthesize it.